This data is from Forward reaction prediction with 1.9M reactions from USPTO patents (1976-2016). The task is: Predict the product of the given reaction. (1) Given the reactants C(OC([N:8]1[CH2:12][CH2:11][C@@H:10]([O:13][CH2:14][C:15]2[CH:20]=[CH:19][C:18]([Cl:21])=[CH:17][CH:16]=2)[CH2:9]1)=O)(C)(C)C.FC(F)(F)C(O)=O, predict the reaction product. The product is: [Cl:21][C:18]1[CH:19]=[CH:20][C:15]([CH2:14][O:13][C@@H:10]2[CH2:11][CH2:12][NH:8][CH2:9]2)=[CH:16][CH:17]=1. (2) Given the reactants [C:1]([C:3]1[CH:4]=[C:5]([CH3:12])[C:6]([C:9]([OH:11])=O)=[N:7][CH:8]=1)#[N:2].CN(C(ON1N=NC2C=CC=NC1=2)=[N+](C)C)C.F[P-](F)(F)(F)(F)F.C(N(CC)C(C)C)(C)C.[NH2:46][C:47]1[CH:48]=[CH:49][C:50]([F:65])=[C:51]([C@@:53]2([CH3:64])[N:58]=[C:57]([NH2:59])[C@:56]([F:61])([CH3:60])[CH2:55][C:54]2([F:63])[F:62])[CH:52]=1, predict the reaction product. The product is: [NH2:59][C:57]1[C@:56]([F:61])([CH3:60])[CH2:55][C:54]([F:63])([F:62])[C@:53]([C:51]2[CH:52]=[C:47]([NH:46][C:9](=[O:11])[C:6]3[C:5]([CH3:12])=[CH:4][C:3]([C:1]#[N:2])=[CH:8][N:7]=3)[CH:48]=[CH:49][C:50]=2[F:65])([CH3:64])[N:58]=1.